This data is from Reaction yield outcomes from USPTO patents with 853,638 reactions. The task is: Predict the reaction yield, written as a fraction of the theoretical maximum amount of product (1.0 means a 100% yield; for example, 0.34 means a 34% yield). The reactants are Br[C:2]1[N:7]=[C:6]([C:8]([N:10]2[CH2:15][CH2:14][N:13]([CH:16]([CH3:18])[CH3:17])[CH2:12][CH2:11]2)=[O:9])[CH:5]=[CH:4][CH:3]=1.[Cl:19][C:20]1[CH:21]=[C:22]([OH:27])[CH:23]=[CH:24][C:25]=1[Cl:26].C([O-])([O-])=O.[K+].[K+]. The catalyst is CN(C=O)C.O. The product is [Cl:19][C:20]1[CH:21]=[C:22]([CH:23]=[CH:24][C:25]=1[Cl:26])[O:27][C:2]1[N:7]=[C:6]([C:8]([N:10]2[CH2:15][CH2:14][N:13]([CH:16]([CH3:18])[CH3:17])[CH2:12][CH2:11]2)=[O:9])[CH:5]=[CH:4][CH:3]=1. The yield is 0.0350.